This data is from Forward reaction prediction with 1.9M reactions from USPTO patents (1976-2016). The task is: Predict the product of the given reaction. The product is: [CH3:1][O:2][C:3]1[CH:4]=[N:5][CH:6]=[CH:7][C:8]=1[C:9]1[C:10]2[CH:17]=[C:16]([CH2:18][O:19][C:20]3[CH:25]=[CH:24][C:23]([C@@H:26]([C:33]#[C:34][CH3:35])[CH2:27][C:28]([OH:30])=[O:29])=[CH:22][CH:21]=3)[CH:15]=[CH:14][C:11]=2[S:12][CH:13]=1. Given the reactants [CH3:1][O:2][C:3]1[CH:4]=[N:5][CH:6]=[CH:7][C:8]=1[C:9]1[C:10]2[CH:17]=[C:16]([CH2:18][O:19][C:20]3[CH:25]=[CH:24][C:23]([C@@H:26]([C:33]#[C:34][CH3:35])[CH2:27][C:28]([O:30]CC)=[O:29])=[CH:22][CH:21]=3)[CH:15]=[CH:14][C:11]=2[S:12][CH:13]=1.[Li+].[OH-].Cl, predict the reaction product.